Dataset: Reaction yield outcomes from USPTO patents with 853,638 reactions. Task: Predict the reaction yield, written as a fraction of the theoretical maximum amount of product (1.0 means a 100% yield; for example, 0.34 means a 34% yield). (1) The reactants are BrCCCCC(C)(C1C=CC(C)=CC=1)CO.[Br:17][CH2:18][CH2:19][CH2:20][C:21]([CH3:28])([CH3:27])[C:22](OCC)=[O:23].[Li+].[BH4-].CO. The catalyst is C(Cl)Cl. The product is [Br:17][CH2:18][CH2:19][CH2:20][C:21]([CH3:28])([CH3:27])[CH2:22][OH:23]. The yield is 1.00. (2) The reactants are [Cl:1][C:2]1[C:11]2[CH2:10][CH2:9][CH:8]([CH:12]=[O:13])[CH2:7][C:6]=2[N:5]=[CH:4][N:3]=1.[CH3:14][Mg+].[Br-]. The catalyst is C1COCC1. The product is [Cl:1][C:2]1[C:11]2[CH2:10][CH2:9][CH:8]([CH:12]([OH:13])[CH3:14])[CH2:7][C:6]=2[N:5]=[CH:4][N:3]=1. The yield is 0.830. (3) The reactants are [C:1]([C:3]1[CH:4]=[C:5](Br)[CH:6]=[CH:7][C:8]=1[F:9])#[N:2].[NH:11]1[C:19]2[C:14](=[CH:15][CH:16]=[CH:17][CH:18]=2)[C:13]2([CH:23](B(O)O)[CH2:22][CH2:21][CH2:20]2)[C:12]1=[O:27].C([O-])(=O)C.[Na+].[OH-].[Na+]. The catalyst is COCCOC.O.C1C=CC([P]([Pd]([P](C2C=CC=CC=2)(C2C=CC=CC=2)C2C=CC=CC=2)([P](C2C=CC=CC=2)(C2C=CC=CC=2)C2C=CC=CC=2)[P](C2C=CC=CC=2)(C2C=CC=CC=2)C2C=CC=CC=2)(C2C=CC=CC=2)C2C=CC=CC=2)=CC=1. The product is [C:1]([C:3]1[CH:4]=[C:5]([C:16]2[CH:15]=[C:14]3[C:19](=[CH:18][CH:17]=2)[NH:11][C:12](=[O:27])[C:13]23[CH2:23][CH2:22][CH2:21][CH2:20]2)[CH:6]=[CH:7][C:8]=1[F:9])#[N:2]. The yield is 0.100. (4) The reactants are C(OC([N:8]1[C:16]2[C:11](=[CH:12][CH:13]=[C:14]([Cl:17])[CH:15]=2)/[C:10](=[CH:18]/[C:19]2[CH:24]=[CH:23][CH:22]=[C:21]([Cl:25])[CH:20]=2)/[C:9]1=[O:26])=O)(C)(C)C.[C:27]([O:31][C:32]([N:34]1[CH2:38][CH2:37][CH:36]([O:39][C:40]2[CH:45]=[CH:44][C:43]([I:46])=[CH:42][C:41]=2[CH:47]=[N:48][C:49]([O:51][Si](C)(C)C)=[CH2:50])[CH2:35]1)=[O:33])([CH3:30])([CH3:29])[CH3:28]. The catalyst is C1(C)C=CC=CC=1. The product is [C:27]([O:31][C:32]([N:34]1[CH2:38][CH2:37][CH:36]([O:39][C:40]2[CH:45]=[CH:44][C:43]([I:46])=[CH:42][C:41]=2[CH:47]2[C:10]3([C:11]4[C:16](=[CH:15][C:14]([Cl:17])=[CH:13][CH:12]=4)[NH:8][C:9]3=[O:26])[CH:18]([C:19]3[CH:24]=[CH:23][CH:22]=[C:21]([Cl:25])[CH:20]=3)[CH2:50][C:49](=[O:51])[NH:48]2)[CH2:35]1)=[O:33])([CH3:30])([CH3:28])[CH3:29]. The yield is 0.480.